Dataset: Forward reaction prediction with 1.9M reactions from USPTO patents (1976-2016). Task: Predict the product of the given reaction. (1) Given the reactants [C:1]([C:5]1[O:9][N:8]=[C:7]([NH:10][C:11]([NH:13][C:14]2[CH:19]=[CH:18][CH:17]=[C:16]([O:20][C:21]3[C:30]4[C:25](=[CH:26][C:27]([O:33][CH2:34][CH2:35][CH2:36]Cl)=[C:28]([O:31][CH3:32])[CH:29]=4)[N:24]=[CH:23][N:22]=3)[CH:15]=2)=[O:12])[CH:6]=1)([CH3:4])([CH3:3])[CH3:2].[NH:38]1[CH2:42][CH2:41][C@H:40]([OH:43])[CH2:39]1.C(N(CC)C(C)C)(C)C, predict the reaction product. The product is: [C:1]([C:5]1[O:9][N:8]=[C:7]([NH:10][C:11]([NH:13][C:14]2[CH:19]=[CH:18][CH:17]=[C:16]([O:20][C:21]3[C:30]4[C:25](=[CH:26][C:27]([O:33][CH2:34][CH2:35][CH2:36][N:38]5[CH2:42][CH2:41][C@H:40]([OH:43])[CH2:39]5)=[C:28]([O:31][CH3:32])[CH:29]=4)[N:24]=[CH:23][N:22]=3)[CH:15]=2)=[O:12])[CH:6]=1)([CH3:4])([CH3:3])[CH3:2]. (2) Given the reactants Br[C:2]1[CH:9]=[CH:8][C:5]([CH:6]=[O:7])=[CH:4][CH:3]=1.[CH2:10](B(O)O)[CH2:11][CH3:12], predict the reaction product. The product is: [CH2:10]([C:2]1[CH:9]=[CH:8][C:5]([CH:6]=[O:7])=[CH:4][CH:3]=1)[CH2:11][CH3:12]. (3) Given the reactants [CH3:1][O:2][C:3]1[CH:4]=[CH:5][C:6]([CH2:12][S:13]([CH2:16][C:17](O)=O)(=[O:15])=[O:14])=[N:7][C:8]=1[N+:9]([O-:11])=[O:10].[CH3:20][O:21][C:22]1[CH:29]=[C:28]([O:30][CH3:31])[CH:27]=[C:26]([O:32][CH3:33])[C:23]=1C=O.C(OC(=O)C)(=O)C, predict the reaction product. The product is: [CH3:1][O:2][C:3]1[C:8]([N+:9]([O-:11])=[O:10])=[N:7][C:6]([CH2:12][S:13](/[CH:16]=[CH:17]/[C:23]2[C:26]([O:32][CH3:33])=[CH:27][C:28]([O:30][CH3:31])=[CH:29][C:22]=2[O:21][CH3:20])(=[O:14])=[O:15])=[CH:5][CH:4]=1. (4) Given the reactants Cl[C:2]1[CH:3]=[CH:4][C:5]2[N:6]([C:8]([C:18]3[CH:23]=[CH:22][N:21]=[C:20]([NH:24][CH:25]4[CH2:30][CH2:29][CH2:28][CH2:27][CH2:26]4)[CH:19]=3)=[C:9]([C:11]3[CH:16]=[CH:15][CH:14]=[C:13]([CH3:17])[CH:12]=3)[N:10]=2)[N:7]=1.C(=O)([O-])O.[Na+].[CH3:36][NH:37][CH3:38].O1CCCC1, predict the reaction product. The product is: [CH:25]1([NH:24][C:20]2[CH:19]=[C:18]([C:8]3[N:6]4[N:7]=[C:2]([N:37]([CH3:38])[CH3:36])[CH:3]=[CH:4][C:5]4=[N:10][C:9]=3[C:11]3[CH:16]=[CH:15][CH:14]=[C:13]([CH3:17])[CH:12]=3)[CH:23]=[CH:22][N:21]=2)[CH2:30][CH2:29][CH2:28][CH2:27][CH2:26]1.